Dataset: Peptide-MHC class II binding affinity with 134,281 pairs from IEDB. Task: Regression. Given a peptide amino acid sequence and an MHC pseudo amino acid sequence, predict their binding affinity value. This is MHC class II binding data. (1) The binding affinity (normalized) is 0.453. The MHC is DRB1_0101 with pseudo-sequence DRB1_0101. The peptide sequence is FENIECLKRVHLNYE. (2) The peptide sequence is DFDGRSEFAYGSFVR. The MHC is DRB1_0901 with pseudo-sequence DRB1_0901. The binding affinity (normalized) is 0.451. (3) The peptide sequence is RTGLLVISGVFPVSI. The MHC is DRB1_1302 with pseudo-sequence DRB1_1302. The binding affinity (normalized) is 0.950. (4) The peptide sequence is ISGLKPGVDYTITVY. The MHC is DRB4_0101 with pseudo-sequence DRB4_0103. The binding affinity (normalized) is 0.153. (5) The peptide sequence is TLTEALRVIAGTLEV. The MHC is DRB3_0101 with pseudo-sequence DRB3_0101. The binding affinity (normalized) is 0.223. (6) The peptide sequence is KRGRIFEENLINLIG. The MHC is DRB1_0101 with pseudo-sequence DRB1_0101. The binding affinity (normalized) is 0.695.